From a dataset of Forward reaction prediction with 1.9M reactions from USPTO patents (1976-2016). Predict the product of the given reaction. (1) Given the reactants [C:1](O)([C:3](F)(F)F)=O.[F:8][C:9]1[CH:10]=[C:11]([NH:32]C(=O)OC(C)(C)C)[CH:12]=[CH:13][C:14]=1[O:15][C:16]1[CH:21]=[CH:20][N:19]=[C:18]2[CH:22]=[C:23](C3CN(C)CCC=3)[S:24][C:17]=12, predict the reaction product. The product is: [F:8][C:9]1[CH:10]=[C:11]([CH:12]=[CH:13][C:14]=1[O:15][C:16]1[CH:21]=[CH:20][N:19]=[C:18]2[CH:22]=[C:23]([C:16]3[CH2:17][CH2:18][N:19]([CH3:20])[CH2:1][CH:3]=3)[S:24][C:17]=12)[NH2:32]. (2) Given the reactants C1CO[C:3]2([CH2:8][CH2:7][CH:6]([CH3:9])[C:5]([CH2:19][CH2:20][CH2:21][CH2:22][CH2:23][CH2:24][CH2:25][CH2:26][CH2:27][CH2:28][OH:29])(S(C3C=CC=CC=3)(=O)=O)[CH2:4]2)[O:2]1.C(=O)(O)[O-].[Na+], predict the reaction product. The product is: [OH:29][CH2:28][CH2:27][CH2:26][CH2:25][CH2:24][CH2:23][CH2:22][CH2:21][CH2:20][CH2:19][C:5]1[CH:6]([CH3:9])[CH2:7][CH2:8][C:3](=[O:2])[CH:4]=1. (3) Given the reactants [C-]#N.[Na+].[Cu][C:5]#[N:6].Br[C:8]1[N:9]=[C:10]([C:16]2[CH:21]=[C:20]([Cl:22])[CH:19]=[C:18]([Cl:23])[C:17]=2[Cl:24])[C:11]([NH2:15])=[N:12][C:13]=1[NH2:14], predict the reaction product. The product is: [C:5]([C:8]1[N:9]=[C:10]([C:16]2[CH:21]=[C:20]([Cl:22])[CH:19]=[C:18]([Cl:23])[C:17]=2[Cl:24])[C:11]([NH2:15])=[N:12][C:13]=1[NH2:14])#[N:6]. (4) Given the reactants [NH2:1][C@@H:2]([CH3:19])[CH2:3][N:4]1[CH:8]=[CH:7][C:6]([C:9]2[CH:16]=[CH:15][C:12]([C:13]#[N:14])=[C:11]([Cl:17])[C:10]=2[F:18])=[N:5]1.[O:20]1[CH2:25][CH2:24][N:23]([CH2:26][C:27]2[O:31][N:30]=[C:29]([C:32](O)=[O:33])[CH:28]=2)[CH2:22][CH2:21]1.C1C=CC2N(O)N=NC=2C=1.CCN(C(C)C)C(C)C.CCN=C=NCCCN(C)C, predict the reaction product. The product is: [Cl:17][C:11]1[C:10]([F:18])=[C:9]([C:6]2[CH:7]=[CH:8][N:4]([CH2:3][C@@H:2]([NH:1][C:32]([C:29]3[CH:28]=[C:27]([CH2:26][N:23]4[CH2:22][CH2:21][O:20][CH2:25][CH2:24]4)[O:31][N:30]=3)=[O:33])[CH3:19])[N:5]=2)[CH:16]=[CH:15][C:12]=1[C:13]#[N:14]. (5) Given the reactants [CH2:1]([N:8]1[C:16]2[CH:15]=[CH:14][CH:13]=[C:12]([OH:17])[C:11]=2[CH:10]=[C:9]1[CH3:18])[C:2]1[CH:7]=[CH:6][CH:5]=[CH:4][CH:3]=1.[H-].[Na+].[CH2:21](Br)[C:22]1[CH:27]=[CH:26][CH:25]=[CH:24][CH:23]=1, predict the reaction product. The product is: [CH2:1]([N:8]1[C:16]2[C:11](=[C:12]([O:17][CH2:21][C:22]3[CH:27]=[CH:26][CH:25]=[CH:24][CH:23]=3)[CH:13]=[CH:14][CH:15]=2)[CH:10]=[C:9]1[CH3:18])[C:2]1[CH:3]=[CH:4][CH:5]=[CH:6][CH:7]=1. (6) Given the reactants [Si]([O:8][CH2:9][CH2:10][N:11]1[CH2:19][C:18]2[C:13](=[CH:14][CH:15]=[C:16]([NH:20][C:21]3[N:26]=[C:25]([NH:27][C@@H:28]4[CH2:33][CH2:32][CH2:31][N:30]([C:34](=[O:37])[CH:35]=[CH2:36])[CH2:29]4)[C:24]([F:38])=[CH:23][N:22]=3)[CH:17]=2)[CH2:12]1)(C(C)(C)C)(C)C.CCCC[N+](CCCC)(CCCC)CCCC.[F-], predict the reaction product. The product is: [F:38][C:24]1[C:25]([NH:27][C@@H:28]2[CH2:33][CH2:32][CH2:31][N:30]([C:34](=[O:37])[CH:35]=[CH2:36])[CH2:29]2)=[N:26][C:21]([NH:20][C:16]2[CH:17]=[C:18]3[C:13](=[CH:14][CH:15]=2)[CH2:12][N:11]([CH2:10][CH2:9][OH:8])[CH2:19]3)=[N:22][CH:23]=1.